From a dataset of Forward reaction prediction with 1.9M reactions from USPTO patents (1976-2016). Predict the product of the given reaction. (1) The product is: [CH3:31][S:32][C:2]1[CH:3]=[C:4]2[C:10]3([CH2:14][CH2:13][N:12]([C:15]([O:17][C:18]([CH3:21])([CH3:20])[CH3:19])=[O:16])[CH2:11]3)[CH2:9][N:8]([C:22]([O:24][CH2:25][CH2:26][Si:27]([CH3:30])([CH3:29])[CH3:28])=[O:23])[C:5]2=[CH:6][CH:7]=1. Given the reactants Br[C:2]1[CH:3]=[C:4]2[C:10]3([CH2:14][CH2:13][N:12]([C:15]([O:17][C:18]([CH3:21])([CH3:20])[CH3:19])=[O:16])[CH2:11]3)[CH2:9][N:8]([C:22]([O:24][CH2:25][CH2:26][Si:27]([CH3:30])([CH3:29])[CH3:28])=[O:23])[C:5]2=[CH:6][CH:7]=1.[CH3:31][S-:32].[Na+].CC1(C)C2C(=C(P(C3C=CC=CC=3)C3C=CC=CC=3)C=CC=2)OC2C(P(C3C=CC=CC=3)C3C=CC=CC=3)=CC=CC1=2, predict the reaction product. (2) Given the reactants [NH2:1][CH2:2][CH2:3][CH2:4][CH2:5][N:6]1[C:14]2[N:9]3[C:10](=[N:15][C:16]([CH3:17])=[C:8]3[C:7]1=[O:18])[CH:11]=[CH:12][CH:13]=2.C(N(CC)CC)C.C1C=CC(N([S:33]([C:36]([F:39])([F:38])[F:37])(=[O:35])=[O:34])[S:33]([C:36]([F:39])([F:38])[F:37])(=[O:35])=[O:34])=CC=1.C(Cl)[Cl:48], predict the reaction product. The product is: [ClH:48].[CH3:17][C:16]1[N:15]=[C:10]2[CH:11]=[CH:12][CH:13]=[C:14]3[N:9]2[C:8]=1[C:7](=[O:18])[N:6]3[CH2:5][CH2:4][CH2:3][CH2:2][NH:1][S:33]([C:36]([F:39])([F:38])[F:37])(=[O:35])=[O:34]. (3) Given the reactants Cl[C:2]1[N:7]=[C:6]([O:8][C:9]2[CH:10]=[C:11]3[C:15](=[CH:16][CH:17]=2)[N:14]([C:18]2[CH:23]=[CH:22][CH:21]=[CH:20][CH:19]=2)[CH:13]=[CH:12]3)[CH:5]=[CH:4][N:3]=1.N1C2C(=CC(OC3C=CN=C([NH:40][C:41]4[CH:46]=[CH:45][CH:44]=[C:43]([NH2:47])[CH:42]=4)N=3)=CC=2)C=C1, predict the reaction product. The product is: [C:18]1([N:14]2[C:15]3[C:11](=[CH:10][C:9]([O:8][C:6]4[CH:5]=[CH:4][N:3]=[C:2]([NH:40][C:41]5[CH:46]=[CH:45][CH:44]=[C:43]([NH2:47])[CH:42]=5)[N:7]=4)=[CH:17][CH:16]=3)[CH:12]=[CH:13]2)[CH:23]=[CH:22][CH:21]=[CH:20][CH:19]=1. (4) Given the reactants [H-].[Na+].[C:3](=[O:7])([O-])[O:4][CH3:5].[C:8]1(=[O:17])[C:16]2[C:11](=[CH:12][CH:13]=[CH:14][CH:15]=2)[CH2:10][CH2:9]1, predict the reaction product. The product is: [O:17]=[C:8]1[C:16]2[C:11](=[CH:12][CH:13]=[CH:14][CH:15]=2)[CH2:10][CH:9]1[C:3]([O:4][CH3:5])=[O:7]. (5) Given the reactants [CH2:1]([O:8][C:9]1[CH:14]=[C:13]([NH:15]C(=O)OC(C)(C)C)[C:12]([O:23]COC)=[CH:11][N:10]=1)[C:2]1[CH:7]=[CH:6][CH:5]=[CH:4][CH:3]=1.[ClH:27], predict the reaction product. The product is: [ClH:27].[NH2:15][C:13]1[CH:14]=[C:9]([O:8][CH2:1][C:2]2[CH:7]=[CH:6][CH:5]=[CH:4][CH:3]=2)[N:10]=[CH:11][C:12]=1[OH:23]. (6) The product is: [C:8]([O:11][C:12]1[CH:28]=[CH:27][CH:26]=[CH:25][C:13]=1[C:14]([O:16][C:17]1[CH:22]=[CH:21][CH:20]=[C:19]([CH2:23][O:24][C:2]([O:4][CH:5]([Cl:7])[CH3:6])=[O:3])[CH:18]=1)=[O:15])(=[O:10])[CH3:9]. Given the reactants Cl[C:2]([O:4][CH:5]([Cl:7])[CH3:6])=[O:3].[C:8]([O:11][C:12]1[CH:28]=[CH:27][CH:26]=[CH:25][C:13]=1[C:14]([O:16][C:17]1[CH:22]=[CH:21][CH:20]=[C:19]([CH2:23][OH:24])[CH:18]=1)=[O:15])(=[O:10])[CH3:9].N1C=CC=CC=1, predict the reaction product. (7) Given the reactants [Br:1][C:2]1[CH:10]=[CH:9][C:8](S(=O)(=O)NC2C=CC(CCCC)=CC=2)=[CH:7][C:3]=1C(O)=O.CCN=C=NCCCN(C)C.C1C=CC2N(O)N=NC=2C=1.CCN(C(C)C)C(C)C.[CH3:55][O:56]C1C=CC=CC=1N1CCNCC1, predict the reaction product. The product is: [Br:1][C:2]1[CH:10]=[CH:9][CH:8]=[CH:7][C:3]=1[O:56][CH3:55].